Dataset: CYP2D6 inhibition data for predicting drug metabolism from PubChem BioAssay. Task: Regression/Classification. Given a drug SMILES string, predict its absorption, distribution, metabolism, or excretion properties. Task type varies by dataset: regression for continuous measurements (e.g., permeability, clearance, half-life) or binary classification for categorical outcomes (e.g., BBB penetration, CYP inhibition). Dataset: cyp2d6_veith. (1) The drug is COc1ccc(/C=N/n2cnc3c([nH]c4ccc(Br)cc43)c2=O)cc1CN1CCOCC1. The result is 0 (non-inhibitor). (2) The molecule is Clc1ccccc1-c1nc(NCc2cccnc2)c2ccccc2n1. The result is 1 (inhibitor). (3) The drug is O=S(=O)(/N=C(/Nc1ccccn1)c1ccccc1)c1ccc(Cl)cc1. The result is 0 (non-inhibitor). (4) The result is 0 (non-inhibitor). The compound is Cc1ccc(S(=O)(=O)N[C@H](C(=O)Oc2ccc3c(C(F)(F)F)cc(=O)oc3c2)c2ccccc2)cc1. (5) The compound is COc1cc2c(cc1OC)/C(=C/C(=O)N1CCOCC1)NC(C)(C)C2.Cl. The result is 1 (inhibitor).